This data is from NCI-60 drug combinations with 297,098 pairs across 59 cell lines. The task is: Regression. Given two drug SMILES strings and cell line genomic features, predict the synergy score measuring deviation from expected non-interaction effect. (1) Drug 1: COC1=C(C=C2C(=C1)N=CN=C2NC3=CC(=C(C=C3)F)Cl)OCCCN4CCOCC4. Drug 2: CN(C)N=NC1=C(NC=N1)C(=O)N. Cell line: HL-60(TB). Synergy scores: CSS=40.1, Synergy_ZIP=21.1, Synergy_Bliss=20.9, Synergy_Loewe=17.2, Synergy_HSA=23.6. (2) Drug 1: C1CN1C2=NC(=NC(=N2)N3CC3)N4CC4. Drug 2: CC1C(C(CC(O1)OC2CC(OC(C2O)C)OC3=CC4=CC5=C(C(=O)C(C(C5)C(C(=O)C(C(C)O)O)OC)OC6CC(C(C(O6)C)O)OC7CC(C(C(O7)C)O)OC8CC(C(C(O8)C)O)(C)O)C(=C4C(=C3C)O)O)O)O. Cell line: HOP-62. Synergy scores: CSS=65.2, Synergy_ZIP=1.45, Synergy_Bliss=3.99, Synergy_Loewe=-5.39, Synergy_HSA=-1.50. (3) Drug 1: CCC1=CC2CC(C3=C(CN(C2)C1)C4=CC=CC=C4N3)(C5=C(C=C6C(=C5)C78CCN9C7C(C=CC9)(C(C(C8N6C)(C(=O)OC)O)OC(=O)C)CC)OC)C(=O)OC.C(C(C(=O)O)O)(C(=O)O)O. Drug 2: CC(C)(C#N)C1=CC(=CC(=C1)CN2C=NC=N2)C(C)(C)C#N. Cell line: BT-549. Synergy scores: CSS=52.1, Synergy_ZIP=-2.11, Synergy_Bliss=-3.30, Synergy_Loewe=-14.0, Synergy_HSA=-2.42. (4) Drug 1: CC=C1C(=O)NC(C(=O)OC2CC(=O)NC(C(=O)NC(CSSCCC=C2)C(=O)N1)C(C)C)C(C)C. Drug 2: C1=CC=C(C=C1)NC(=O)CCCCCCC(=O)NO. Cell line: HCC-2998. Synergy scores: CSS=38.8, Synergy_ZIP=-2.47, Synergy_Bliss=-5.18, Synergy_Loewe=-14.3, Synergy_HSA=-3.48. (5) Drug 1: CCCS(=O)(=O)NC1=C(C(=C(C=C1)F)C(=O)C2=CNC3=C2C=C(C=N3)C4=CC=C(C=C4)Cl)F. Drug 2: CC(C)(C#N)C1=CC(=CC(=C1)CN2C=NC=N2)C(C)(C)C#N. Cell line: T-47D. Synergy scores: CSS=6.22, Synergy_ZIP=-0.188, Synergy_Bliss=3.12, Synergy_Loewe=2.21, Synergy_HSA=1.65. (6) Drug 1: CCC1=CC2CC(C3=C(CN(C2)C1)C4=CC=CC=C4N3)(C5=C(C=C6C(=C5)C78CCN9C7C(C=CC9)(C(C(C8N6C)(C(=O)OC)O)OC(=O)C)CC)OC)C(=O)OC.C(C(C(=O)O)O)(C(=O)O)O. Cell line: SF-295. Synergy scores: CSS=60.3, Synergy_ZIP=1.60, Synergy_Bliss=1.48, Synergy_Loewe=9.13, Synergy_HSA=10.1. Drug 2: CC1CCC2CC(C(=CC=CC=CC(CC(C(=O)C(C(C(=CC(C(=O)CC(OC(=O)C3CCCCN3C(=O)C(=O)C1(O2)O)C(C)CC4CCC(C(C4)OC)OCCO)C)C)O)OC)C)C)C)OC.